Task: Predict which catalyst facilitates the given reaction.. Dataset: Catalyst prediction with 721,799 reactions and 888 catalyst types from USPTO (1) Reactant: [H-].[Na+].[Cl:3][C:4]1[CH:9]=[CH:8][CH:7]=[CH:6][C:5]=1[SH:10].[CH:11]1(OS(C2C=CC(C)=CC=2)(=O)=O)[CH2:15][CH:14]=[CH:13][CH2:12]1.O. Product: [Cl:3][C:4]1[CH:9]=[CH:8][CH:7]=[CH:6][C:5]=1[S:10][CH:14]1[CH2:13][CH:12]=[CH:11][CH2:15]1. The catalyst class is: 3. (2) Reactant: [Cl:1][C:2]1[CH:3]=[CH:4][C:5]([NH:8][C:9](=[O:24])[C:10]2[CH:15]=[CH:14][CH:13]=[CH:12][C:11]=2[NH:16][CH2:17][CH:18]2[CH2:23][CH2:22][NH:21][CH2:20][CH2:19]2)=[N:6][CH:7]=1.Cl[C:26]1[CH:31]=[CH:30][N:29]=[C:28]([C:32]#[N:33])[CH:27]=1.C(N(CC)CC)C. Product: [Cl:1][C:2]1[CH:3]=[CH:4][C:5]([NH:8][C:9](=[O:24])[C:10]2[CH:15]=[CH:14][CH:13]=[CH:12][C:11]=2[NH:16][CH2:17][CH:18]2[CH2:19][CH2:20][N:21]([C:26]3[CH:31]=[CH:30][N:29]=[C:28]([C:32]#[N:33])[CH:27]=3)[CH2:22][CH2:23]2)=[N:6][CH:7]=1. The catalyst class is: 8. (3) Reactant: [C:1]([C:3]1[CH:8]=[CH:7][C:6]([CH:9]2[CH2:14][CH2:13][N:12]([C:15]([C:17]3[CH:18]=[CH:19][C:20]([CH3:37])=[C:21]([NH:23][S:24]([C:27]4[CH:28]=[C:29]([CH:34]=[CH:35][CH:36]=4)[C:30]([O:32]C)=[O:31])(=[O:26])=[O:25])[CH:22]=3)=[O:16])[CH2:11][CH2:10]2)=[CH:5][CH:4]=1)#[N:2].O.[OH-].[Li+]. Product: [C:1]([C:3]1[CH:8]=[CH:7][C:6]([CH:9]2[CH2:14][CH2:13][N:12]([C:15]([C:17]3[CH:18]=[CH:19][C:20]([CH3:37])=[C:21]([NH:23][S:24]([C:27]4[CH:28]=[C:29]([CH:34]=[CH:35][CH:36]=4)[C:30]([OH:32])=[O:31])(=[O:26])=[O:25])[CH:22]=3)=[O:16])[CH2:11][CH2:10]2)=[CH:5][CH:4]=1)#[N:2]. The catalyst class is: 20. (4) Product: [Si:1]([O:8][C:9]([CH:11]1[C:16]([CH3:18])([CH3:17])[S:15][CH2:14][CH2:13][N:12]1[S:41]([C:38]1[CH:39]=[CH:40][C:34]2[O:33][C:32]([C:29]3[CH:30]=[CH:31][C:19]([NH2:20])=[CH:27][CH:28]=3)=[CH:36][C:35]=2[CH:37]=1)(=[O:43])=[O:42])=[O:10])([C:4]([CH3:7])([CH3:5])[CH3:6])([CH3:3])[CH3:2]. Reactant: [Si:1]([O:8][C:9]([CH:11]1[C:16]([CH3:18])([CH3:17])[S:15][CH2:14][CH2:13][NH:12]1)=[O:10])([C:4]([CH3:7])([CH3:6])[CH3:5])([CH3:3])[CH3:2].[CH3:19][N:20]1CCOCC1.N1[CH:31]=[CH:30][C:29]([C:32]2[O:33][C:34]3[CH:40]=[CH:39][C:38]([S:41](Cl)(=[O:43])=[O:42])=[CH:37][C:35]=3[CH:36]=2)=[CH:28][CH:27]=1.O. The catalyst class is: 4. (5) Reactant: [CH3:1][O:2][CH2:3][C:4]1[C:5]([OH:23])=[CH:6][C:7]2[CH2:8][CH2:9][C@@H:10]3[C@@H:19]([C:20]=2[CH:21]=1)[CH2:18][CH2:17][C@@:15]1([CH3:16])[C@H:11]3[CH2:12][CH2:13][C@@H:14]1[OH:22].CC(C)=O.OS(O)(=O)=O.O=[Cr](=O)=O. Product: [OH:23][C:5]1[C:4]([CH2:3][O:2][CH3:1])=[CH:21][C:20]2[C@@H:19]3[C@H:10]([C@H:11]4[C@@:15]([CH2:17][CH2:18]3)([CH3:16])[C:14](=[O:22])[CH2:13][CH2:12]4)[CH2:9][CH2:8][C:7]=2[CH:6]=1. The catalyst class is: 21. (6) The catalyst class is: 1. Product: [Cl:1][C:2]1[CH:7]=[CH:6][CH:5]=[CH:4][C:3]=1[C:8]1[CH:17]=[C:16]([CH2:18][OH:19])[CH:15]=[C:14]2[C:9]=1[CH2:10][NH:11][C:12](=[O:30])[N:13]2[C:22]1[C:23]([Cl:29])=[CH:24][CH:25]=[CH:26][C:27]=1[Cl:28]. Reactant: [Cl:1][C:2]1[CH:7]=[CH:6][CH:5]=[CH:4][C:3]=1[C:8]1[CH:17]=[C:16]([C:18](OC)=[O:19])[CH:15]=[C:14]2[C:9]=1[CH2:10][NH:11][C:12](=[O:30])[N:13]2[C:22]1[C:27]([Cl:28])=[CH:26][CH:25]=[CH:24][C:23]=1[Cl:29].[H-].[Al+3].[Li+].[H-].[H-].[H-].Cl.C(OCC)(=O)C.